Dataset: Catalyst prediction with 721,799 reactions and 888 catalyst types from USPTO. Task: Predict which catalyst facilitates the given reaction. Reactant: [CH2:1]([N:8]1[C:12](=O)[C@H:11]2[C:14]3[CH:15]=[CH:16][C:17]([O:22][CH2:23][C:24]4[CH:29]=[CH:28][CH:27]=[CH:26][CH:25]=4)=[CH:18][C:19]=3[CH2:20][O:21][C@H:10]2[CH2:9]1)[C:2]1[CH:7]=[CH:6][CH:5]=[CH:4][CH:3]=1.Cl.C([O-])(O)=O.[Na+].C(OCC)(=O)C. Product: [CH2:1]([N:8]1[CH2:12][C@H:11]2[C:14]3[CH:15]=[CH:16][C:17]([O:22][CH2:23][C:24]4[CH:29]=[CH:28][CH:27]=[CH:26][CH:25]=4)=[CH:18][C:19]=3[CH2:20][O:21][C@H:10]2[CH2:9]1)[C:2]1[CH:3]=[CH:4][CH:5]=[CH:6][CH:7]=1. The catalyst class is: 207.